This data is from Peptide-MHC class I binding affinity with 185,985 pairs from IEDB/IMGT. The task is: Regression. Given a peptide amino acid sequence and an MHC pseudo amino acid sequence, predict their binding affinity value. This is MHC class I binding data. (1) The peptide sequence is FPPTSFGPL. The MHC is HLA-B40:01 with pseudo-sequence HLA-B40:01. The binding affinity (normalized) is 0.0847. (2) The peptide sequence is IVVYNPSTM. The MHC is HLA-A02:01 with pseudo-sequence HLA-A02:01. The binding affinity (normalized) is 0. (3) The MHC is HLA-B40:13 with pseudo-sequence HLA-B40:13. The binding affinity (normalized) is 0.585. The peptide sequence is KELGVHMSL. (4) The peptide sequence is NPTQAPVIQLHAVY. The MHC is HLA-A31:01 with pseudo-sequence HLA-A31:01. The binding affinity (normalized) is 0.281.